From a dataset of Full USPTO retrosynthesis dataset with 1.9M reactions from patents (1976-2016). Predict the reactants needed to synthesize the given product. Given the product [CH3:1][S:2]([C:5]1[N:10]=[CH:9][C:8]([O:11][C:12]2[CH:13]=[C:14]3[C:18](=[CH:19][CH:20]=2)[NH:17][C:16]([C:21]([OH:23])=[O:22])=[CH:15]3)=[CH:7][CH:6]=1)(=[O:3])=[O:4], predict the reactants needed to synthesize it. The reactants are: [CH3:1][S:2]([C:5]1[N:10]=[CH:9][C:8]([O:11][C:12]2[CH:13]=[C:14]3[C:18](=[CH:19][CH:20]=2)[NH:17][C:16]([C:21]([O:23]CC)=[O:22])=[CH:15]3)=[CH:7][CH:6]=1)(=[O:4])=[O:3].[OH-].[Na+].